This data is from Reaction yield outcomes from USPTO patents with 853,638 reactions. The task is: Predict the reaction yield, written as a fraction of the theoretical maximum amount of product (1.0 means a 100% yield; for example, 0.34 means a 34% yield). (1) The reactants are [NH2:1]/[C:2](=[N:14]\[OH:15])/[C:3]([NH:6][C:7](=[O:13])[O:8][C:9]([CH3:12])([CH3:11])[CH3:10])([CH3:5])[CH3:4].[CH2:16](OC(OCC)OCC)C.FC(F)(F)C(O)=O.CO. The catalyst is C(#N)C.O. The product is [O:15]1[CH:16]=[N:1][C:2]([C:3]([NH:6][C:7](=[O:13])[O:8][C:9]([CH3:10])([CH3:12])[CH3:11])([CH3:5])[CH3:4])=[N:14]1. The yield is 0.320. (2) The reactants are C([N:5]1C(=O)C(COS(C)(=O)=O)=CC(C2C=CC(C)=CC=2)=[N:6]1)C(C)C.C([O:27][C:28]([C:30](O)([CH2:36][C:37]([C:39]1[CH:44]=[CH:43][C:42]([C:45]([F:48])([F:47])[F:46])=[CH:41][CH:40]=1)=O)[C:31](OCC)=[O:32])=[O:29])C. No catalyst specified. The product is [C:28]([C:30]1[C:31](=[O:32])[NH:5][N:6]=[C:37]([C:39]2[CH:44]=[CH:43][C:42]([C:45]([F:48])([F:47])[F:46])=[CH:41][CH:40]=2)[CH:36]=1)([OH:27])=[O:29]. The yield is 0.914. (3) The reactants are [C:1]1(=[O:11])[C:10]2[C:5](=[CH:6][CH:7]=[CH:8][CH:9]=2)[CH2:4][CH2:3][CH2:2]1. The catalyst is CC(O)C. The product is [CH2:3]1[CH2:4][C:5]2[C:10](=[CH:9][CH:8]=[CH:7][CH:6]=2)[C@H:1]([OH:11])[CH2:2]1. The yield is 0.969. (4) The reactants are [Cl-].O[NH3+:3].[C:4](=[O:7])([O-])[OH:5].[Na+].CS(C)=O.[CH2:13]([C:17]1[N:18]=[C:19]([CH3:47])[N:20]([C:39]2[CH:44]=[CH:43][CH:42]=[C:41]([O:45][CH3:46])[CH:40]=2)[C:21](=[O:38])[C:22]=1[CH2:23][C:24]1[CH:29]=[CH:28][C:27]([C:30]2[C:31]([C:36]#[N:37])=[CH:32][CH:33]=[CH:34][CH:35]=2)=[CH:26][CH:25]=1)[CH2:14][CH2:15][CH3:16]. The catalyst is O.C(OCC)(=O)C. The product is [CH2:13]([C:17]1[N:18]=[C:19]([CH3:47])[N:20]([C:39]2[CH:44]=[CH:43][CH:42]=[C:41]([O:45][CH3:46])[CH:40]=2)[C:21](=[O:38])[C:22]=1[CH2:23][C:24]1[CH:25]=[CH:26][C:27]([C:30]2[CH:35]=[CH:34][CH:33]=[CH:32][C:31]=2[C:36]2[NH:3][C:4](=[O:7])[O:5][N:37]=2)=[CH:28][CH:29]=1)[CH2:14][CH2:15][CH3:16]. The yield is 0.470.